This data is from Full USPTO retrosynthesis dataset with 1.9M reactions from patents (1976-2016). The task is: Predict the reactants needed to synthesize the given product. (1) The reactants are: [CH2:1]([O:8][C:9]1[CH:16]=[CH:15][C:12]([CH2:13]O)=[CH:11][C:10]=1[O:17][CH3:18])[C:2]1[CH:7]=[CH:6][CH:5]=[CH:4][CH:3]=1.P(Br)(Br)[Br:20]. Given the product [CH2:1]([O:8][C:9]1[CH:16]=[CH:15][C:12]([CH2:13][Br:20])=[CH:11][C:10]=1[O:17][CH3:18])[C:2]1[CH:7]=[CH:6][CH:5]=[CH:4][CH:3]=1, predict the reactants needed to synthesize it. (2) Given the product [Br:32][C:29]1[CH:30]=[CH:31][C:26]([CH2:25][CH2:24][C:23]([CH3:34])([S:35]([CH3:38])(=[O:37])=[O:36])[C:22]([OH:39])=[O:21])=[C:27]([CH3:33])[CH:28]=1, predict the reactants needed to synthesize it. The reactants are: BrC1C=CC(CCC(C)(S(C)(=O)=O)C(O)=O)=CC=1.C([O:21][C:22](=[O:39])[C:23]([S:35]([CH3:38])(=[O:37])=[O:36])([CH3:34])[CH2:24][CH2:25][C:26]1[CH:31]=[CH:30][C:29]([Br:32])=[CH:28][C:27]=1[CH3:33])C.[OH-].[Li+].